Dataset: Forward reaction prediction with 1.9M reactions from USPTO patents (1976-2016). Task: Predict the product of the given reaction. (1) Given the reactants [CH2:1]([O:3][C:4]1[CH:9]=[CH:8][C:7]([C:10]([O:18]C)(OC)[CH2:11][CH2:12][C:13]([O-:15])=O)=[CH:6][CH:5]=1)[CH3:2].[K+].ClC1C=C(Cl)C=C(Cl)C=1C(Cl)=O.[C:33]1([C:39]2[CH:44]=[C:43]([C:45]3[CH:50]=[CH:49][CH:48]=[CH:47][CH:46]=3)[N:42]=[C:41]([NH2:51])[CH:40]=2)[CH:38]=[CH:37][CH:36]=[CH:35][CH:34]=1.Cl, predict the reaction product. The product is: [C:33]1([C:39]2[CH:44]=[C:43]([C:45]3[CH:50]=[CH:49][CH:48]=[CH:47][CH:46]=3)[N:42]=[C:41]([NH:51][C:13](=[O:15])[CH2:12][CH2:11][C:10]([C:7]3[CH:6]=[CH:5][C:4]([O:3][CH2:1][CH3:2])=[CH:9][CH:8]=3)=[O:18])[CH:40]=2)[CH:38]=[CH:37][CH:36]=[CH:35][CH:34]=1. (2) Given the reactants [OH:1][C:2]([CH3:15])([CH3:14])[CH2:3][NH:4][C:5]([C:7]1[S:8][CH:9]=[C:10]([CH2:12][OH:13])[N:11]=1)=[O:6].Br[C:17]1[C:26]2[C:21](=[CH:22][CH:23]=[CH:24][CH:25]=2)[C:20]([S:27]([NH:30][C:31]([CH3:34])([CH3:33])[CH3:32])(=[O:29])=[O:28])=[CH:19][CH:18]=1.C([O-])([O-])=O.[K+].[K+].C1(P(C2CCCCC2)C2CCCCC2)CCCCC1.[H+].[B-](F)(F)(F)F.C(O)(C(C)(C)C)=O, predict the reaction product. The product is: [C:31]([NH:30][S:27]([C:20]1[C:21]2[C:26](=[CH:25][CH:24]=[CH:23][CH:22]=2)[C:17]([C:9]2[S:8][C:7]([C:5]([NH:4][CH2:3][C:2]([OH:1])([CH3:15])[CH3:14])=[O:6])=[N:11][C:10]=2[CH2:12][OH:13])=[CH:18][CH:19]=1)(=[O:29])=[O:28])([CH3:34])([CH3:32])[CH3:33]. (3) Given the reactants [CH3:1][O:2][CH2:3][C@@:4]1([C:28]2[CH:33]=[CH:32][CH:31]=[CH:30][CH:29]=2)[O:9][C:8](=[O:10])[N:7]([C@H:11]([C:13]2[CH:18]=[CH:17][C:16](B3OC(C)(C)C(C)(C)O3)=[CH:15][CH:14]=2)[CH3:12])[CH2:6][CH2:5]1.[CH3:34][N:35]1[CH:40]=[CH:39][C:38](OS(C(F)(F)F)(=O)=O)=[CH:37][C:36]1=[O:49], predict the reaction product. The product is: [CH3:1][O:2][CH2:3][C@@:4]1([C:28]2[CH:33]=[CH:32][CH:31]=[CH:30][CH:29]=2)[O:9][C:8](=[O:10])[N:7]([C@H:11]([C:13]2[CH:14]=[CH:15][C:16]([C:38]3[CH:39]=[CH:40][N:35]([CH3:34])[C:36](=[O:49])[CH:37]=3)=[CH:17][CH:18]=2)[CH3:12])[CH2:6][CH2:5]1. (4) Given the reactants Cl[C:2]1[CH2:6][C@H:5]([CH:7]2[CH2:11][CH2:10][CH2:9][CH2:8]2)[N:4]([C:12]2[CH:19]=[CH:18][C:15]([C:16]#[N:17])=[C:14]([CH3:20])[N:13]=2)[N:3]=1.CC1(C)C(C)(C)OB([C:29]2[CH:30]=[C:31]3[C:36](=[CH:37][CH:38]=2)[NH:35][C:34](=[O:39])[CH2:33][CH2:32]3)O1, predict the reaction product. The product is: [CH:7]1([C@@H:5]2[N:4]([C:12]3[CH:19]=[CH:18][C:15]([C:16]#[N:17])=[C:14]([CH3:20])[N:13]=3)[N:3]=[C:2]([C:29]3[CH:30]=[C:31]4[C:36](=[CH:37][CH:38]=3)[NH:35][C:34](=[O:39])[CH2:33][CH2:32]4)[CH2:6]2)[CH2:11][CH2:10][CH2:9][CH2:8]1. (5) Given the reactants [CH2:1]([C:5]12[CH2:17][CH2:16][C:15](=[O:18])[C:14]([C:19]([O:21]CC)=[CH2:20])=[C:13]1[C:12]1[C:7](=[C:8]([Cl:26])[C:9]([O:24][CH3:25])=[CH:10][CH:11]=1)[CH2:6]2)[CH2:2][CH2:3][CH3:4].Cl, predict the reaction product. The product is: [C:19]([C:14]1[C:15](=[O:18])[CH2:16][CH2:17][C:5]2([CH2:1][CH2:2][CH2:3][CH3:4])[C:13]=1[C:12]1[C:7](=[C:8]([Cl:26])[C:9]([O:24][CH3:25])=[CH:10][CH:11]=1)[CH2:6]2)(=[O:21])[CH3:20]. (6) Given the reactants C([O:8][C:9]1[CH:16]=[CH:15][C:12]([C:13]#[N:14])=[CH:11][C:10]=1[O:17][CH2:18][CH2:19][CH2:20][CH2:21][O:22]CC1C=CC=CC=1)C1C=CC=CC=1, predict the reaction product. The product is: [OH:8][C:9]1[CH:16]=[CH:15][C:12]([C:13]#[N:14])=[CH:11][C:10]=1[O:17][CH2:18][CH2:19][CH2:20][CH2:21][OH:22]. (7) Given the reactants [OH-].[Na+].[CH2:3]([NH:6][CH2:7][CH2:8][CH2:9][O:10][C:11]1[CH:16]=[CH:15][C:14]([C:17]2[CH:22]=[CH:21][C:20]([C:23]([O:25]CC)=[O:24])=[CH:19][CH:18]=2)=[CH:13][C:12]=1[C:28]1[CH:37]=[CH:36][C:35]2[C:34]([CH3:39])([CH3:38])[CH2:33][CH2:32][C:31]([CH3:41])([CH3:40])[C:30]=2[CH:29]=1)[CH2:4][CH3:5], predict the reaction product. The product is: [CH2:3]([NH:6][CH2:7][CH2:8][CH2:9][O:10][C:11]1[CH:16]=[CH:15][C:14]([C:17]2[CH:22]=[CH:21][C:20]([C:23]([OH:25])=[O:24])=[CH:19][CH:18]=2)=[CH:13][C:12]=1[C:28]1[CH:37]=[CH:36][C:35]2[C:34]([CH3:39])([CH3:38])[CH2:33][CH2:32][C:31]([CH3:40])([CH3:41])[C:30]=2[CH:29]=1)[CH2:4][CH3:5]. (8) Given the reactants [CH3:1][O:2][CH2:3][CH2:4][O:5][C:6]1[CH:11]=[CH:10][N:9]2[C:12]([C:15]3[CH:24]=[CH:23][C:22]4[C:17](=[C:18]([OH:25])[CH:19]=[CH:20][CH:21]=4)[N:16]=3)=[CH:13][N:14]=[C:8]2[CH:7]=1.C(N(CC)CC)C.[F:33][C:34]([F:53])([F:52])[S:35](N(C1C=CC=CC=1)[S:35]([C:34]([F:53])([F:52])[F:33])(=[O:37])=[O:36])(=[O:37])=[O:36], predict the reaction product. The product is: [F:33][C:34]([F:53])([F:52])[S:35]([O:25][C:18]1[CH:19]=[CH:20][CH:21]=[C:22]2[C:17]=1[N:16]=[C:15]([C:12]1[N:9]3[CH:10]=[CH:11][C:6]([O:5][CH2:4][CH2:3][O:2][CH3:1])=[CH:7][C:8]3=[N:14][CH:13]=1)[CH:24]=[CH:23]2)(=[O:37])=[O:36].